Dataset: M1 muscarinic receptor agonist screen with 61,833 compounds. Task: Binary Classification. Given a drug SMILES string, predict its activity (active/inactive) in a high-throughput screening assay against a specified biological target. (1) The compound is n12c(n3c(ncc3)C)cc(c(c1nc1c2cccc1)C#N)CCC. The result is 0 (inactive). (2) The result is 0 (inactive). The drug is O=C(NCCCN(CC)c1ccccc1)CCNC(=O)Cn1c(=O)c2c(cc1)cccc2. (3) The drug is o1c(C2CC(=O)/C(C(=O)C2)=C\NCCO)ccc1. The result is 0 (inactive). (4) The compound is S(c1nc(nc2c3c(oc12)cccc3)C)CC(O)=O. The result is 0 (inactive). (5) The drug is S1C(Cc2nc(SCC(=O)NCC3OCCC3)n(c(=O)c12)Cc1ccccc1)C. The result is 0 (inactive). (6) The compound is s1c(NC(=O)c2noc(CCC)c2)c(c(c1C)C)C(OCC)=O. The result is 0 (inactive).